From a dataset of Full USPTO retrosynthesis dataset with 1.9M reactions from patents (1976-2016). Predict the reactants needed to synthesize the given product. (1) Given the product [C:19]1([S:16]([NH:15][C:6]2[CH:7]=[CH:8][C:9]3[CH2:10][CH2:11][CH2:12][CH2:13][C:14]=3[C:5]=2[C:3]([OH:4])=[O:2])(=[O:18])=[O:17])[CH:20]=[CH:21][CH:22]=[CH:23][CH:24]=1, predict the reactants needed to synthesize it. The reactants are: C[O:2][C:3]([C:5]1[C:14]2[CH2:13][CH2:12][CH2:11][CH2:10][C:9]=2[CH:8]=[CH:7][C:6]=1[NH:15][S:16]([C:19]1[CH:24]=[CH:23][CH:22]=[CH:21][CH:20]=1)(=[O:18])=[O:17])=[O:4].O.[OH-].[Li+]. (2) Given the product [CH3:32][N:33]([CH:35]=[C:14]1[C:15](=[O:24])[CH2:16][CH:17]2[N:12]([S:9]([C:6]3[CH:7]=[CH:8][C:3]([C:2]([F:1])([F:25])[F:26])=[CH:4][CH:5]=3)(=[O:10])=[O:11])[CH:13]1[C:19]1[CH:20]=[CH:21][CH:22]=[CH:23][C:18]=12)[CH3:34], predict the reactants needed to synthesize it. The reactants are: [F:1][C:2]([F:26])([F:25])[C:3]1[CH:8]=[CH:7][C:6]([S:9]([N:12]2[CH:17]3[C:18]4[CH:23]=[CH:22][CH:21]=[CH:20][C:19]=4[CH:13]2[CH2:14][C:15](=[O:24])[CH2:16]3)(=[O:11])=[O:10])=[CH:5][CH:4]=1.CC(O[CH:32](N(C)C)[N:33]([CH3:35])[CH3:34])(C)C.